From a dataset of Tyrosyl-DNA phosphodiesterase HTS with 341,365 compounds. Binary Classification. Given a drug SMILES string, predict its activity (active/inactive) in a high-throughput screening assay against a specified biological target. (1) The drug is O=C(Nc1c(cccc1)C)C1C2C(C1CCC2)c1ccccc1. The result is 0 (inactive). (2) The molecule is O=C(N1CCCC1)c1cc(OCC)c(OCC)c(OCC)c1. The result is 0 (inactive).